From a dataset of Full USPTO retrosynthesis dataset with 1.9M reactions from patents (1976-2016). Predict the reactants needed to synthesize the given product. (1) Given the product [Br:19][C:6]1[C:7]([O:8][CH2:9][C:10]2[CH:15]=[CH:14][CH:13]=[C:12]([N+:16]([O-:18])=[O:17])[CH:11]=2)=[C:2]([NH:1][S:45]([CH3:44])(=[O:47])=[O:46])[CH:3]=[C:4]([CH:20]2[C:29]3[C:28](=[O:30])[CH2:27][CH:26]([CH2:31][CH2:32][CH3:33])[CH2:25][C:24]=3[NH:23][C:22]([CH3:34])=[C:21]2[C:35]#[N:36])[CH:5]=1, predict the reactants needed to synthesize it. The reactants are: [NH2:1][C:2]1[CH:3]=[C:4]([CH:20]2[C:29]3[C:28](=[O:30])[CH2:27][CH:26]([CH2:31][CH2:32][CH3:33])[CH2:25][C:24]=3[NH:23][C:22]([CH3:34])=[C:21]2[C:35]#[N:36])[CH:5]=[C:6]([Br:19])[C:7]=1[O:8][CH2:9][C:10]1[CH:15]=[CH:14][CH:13]=[C:12]([N+:16]([O-:18])=[O:17])[CH:11]=1.C(N(CC)CC)C.[CH3:44][S:45](Cl)(=[O:47])=[O:46]. (2) The reactants are: [N+:1]([C:4]1[NH:8][N:7]=[C:6]([C:9]([O:11][CH3:12])=[O:10])[CH:5]=1)([O-:3])=[O:2].[CH3:13]N(C)C=O.CI.C(=O)([O-])[O-].[K+].[K+]. Given the product [CH3:13][N:7]1[C:6]([C:9]([O:11][CH3:12])=[O:10])=[CH:5][C:4]([N+:1]([O-:3])=[O:2])=[N:8]1, predict the reactants needed to synthesize it. (3) Given the product [F:1][C:2]1[CH:11]=[C:10]2[C:5]([CH:6]=[CH:7][N:8]([C:13]3[CH:14]=[CH:15][C:16]([N+:19]([O-:21])=[O:20])=[CH:17][CH:18]=3)[C:9]2=[O:12])=[CH:4][C:3]=1[OH:22], predict the reactants needed to synthesize it. The reactants are: [F:1][C:2]1[CH:11]=[C:10]2[C:5]([CH:6]=[CH:7][N:8]([C:13]3[CH:18]=[CH:17][C:16]([N+:19]([O-:21])=[O:20])=[CH:15][CH:14]=3)[C:9]2=[O:12])=[CH:4][C:3]=1[O:22]C.B(Br)(Br)Br. (4) Given the product [Cl:24][C:20]1[CH:19]=[C:18]([CH:23]=[CH:22][CH:21]=1)[CH2:17][N:8]1[C:9]2[C:14](=[CH:13][CH:12]=[CH:11][CH:10]=2)[C:15](=[O:16])[C:6]([C:4]([C:27]2[CH:32]=[N:31][C:30]([O:33][CH3:34])=[C:29]([CH3:35])[CH:28]=2)=[O:5])=[CH:7]1, predict the reactants needed to synthesize it. The reactants are: CON(C)[C:4]([C:6]1[C:15](=[O:16])[C:14]2[C:9](=[CH:10][CH:11]=[CH:12][CH:13]=2)[N:8]([CH2:17][C:18]2[CH:23]=[CH:22][CH:21]=[C:20]([Cl:24])[CH:19]=2)[CH:7]=1)=[O:5].I[C:27]1[CH:28]=[C:29]([CH3:35])[C:30]([O:33][CH3:34])=[N:31][CH:32]=1.C([Mg]Cl)(C)C. (5) Given the product [CH3:21][C@@:6]12[C:7](=[O:20])[CH2:8][CH2:9][C@H:1]1[C@H:2]1[C@H:3]([CH2:11][CH2:10]2)[C@:15]([CH2:34][CH2:35][C:22]([OH:25])=[O:23])([CH3:14])[C:16](=[O:19])[CH2:17][CH2:18]1, predict the reactants needed to synthesize it. The reactants are: [CH3:1][C@:2]12[CH2:18][CH2:17][C:16](=[O:19])[CH:15]=[C:14]1CC[C@@H:11]1[C@@H:3]2CC[C@@:6]2([CH3:21])[C@H:10]1[CH2:9][CH2:8][C:7]2=[O:20].[C:22]([O-:25])([O-])=[O:23].[K+].[K+].[O-][Mn](=O)(=O)=O.[K+].[CH3:34][C:35](O)(C)C. (6) Given the product [Cl:1][C:2]1[CH:3]=[CH:4][C:5]2[N:11]3[C:12]([C:15]([F:18])([F:17])[F:16])=[N:13][N:14]=[C:10]3[C@@H:9]([CH2:19][C:20]([OH:22])=[O:21])[O:8][C@H:7]([C:25]3[C:26]([C:31]([F:34])([F:32])[F:33])=[N:27][CH:28]=[CH:29][CH:30]=3)[C:6]=2[CH:35]=1, predict the reactants needed to synthesize it. The reactants are: [Cl:1][C:2]1[CH:3]=[CH:4][C:5]2[N:11]3[C:12]([C:15]([F:18])([F:17])[F:16])=[N:13][N:14]=[C:10]3[C@@H:9]([CH2:19][C:20]([O:22]CC)=[O:21])[O:8][C@H:7]([C:25]3[C:26]([C:31]([F:34])([F:33])[F:32])=[N:27][CH:28]=[CH:29][CH:30]=3)[C:6]=2[CH:35]=1.Cl.O. (7) Given the product [CH3:1][O:2][C:3]([C:5]1[C:10]([NH:11][C:12]2[CH:17]=[CH:16][CH:15]=[CH:14][C:13]=2[F:18])=[C:9]([F:19])[C:8]2[C:7](=[C:21]([CH3:22])[NH:28][N:29]=2)[N:6]=1)=[O:4], predict the reactants needed to synthesize it. The reactants are: [CH3:1][O:2][C:3]([C:5]1[C:10]([NH:11][C:12]2[CH:17]=[CH:16][CH:15]=[CH:14][C:13]=2[F:18])=[C:9]([F:19])[C:8](Cl)=[C:7]([C:21](=O)[CH3:22])[N:6]=1)=[O:4].[K].CC(=[N:28][NH2:29])C.CC(=NO)C.